This data is from Full USPTO retrosynthesis dataset with 1.9M reactions from patents (1976-2016). The task is: Predict the reactants needed to synthesize the given product. (1) Given the product [Cl:31][C:4]1[CH:5]=[C:6]2[C:10](=[C:2]([NH:1][CH:39]3[CH2:40][CH2:41][N:36]([CH2:32][CH:33]([CH3:35])[CH3:34])[CH2:37][CH2:38]3)[CH:3]=1)[NH:9][C:8]([C:11]([NH2:13])=[O:12])=[C:7]2[S:14]([N:17]1[CH2:22][CH2:21][O:20][C@H:19]([CH2:23][O:24][C:25]2[CH:26]=[CH:27][CH:28]=[CH:29][CH:30]=2)[CH2:18]1)(=[O:16])=[O:15], predict the reactants needed to synthesize it. The reactants are: [NH2:1][C:2]1[CH:3]=[C:4]([Cl:31])[CH:5]=[C:6]2[C:10]=1[NH:9][C:8]([C:11]([NH2:13])=[O:12])=[C:7]2[S:14]([N:17]1[CH2:22][CH2:21][O:20][C@H:19]([CH2:23][O:24][C:25]2[CH:30]=[CH:29][CH:28]=[CH:27][CH:26]=2)[CH2:18]1)(=[O:16])=[O:15].[CH2:32]([N:36]1[CH2:41][CH2:40][C:39](=O)[CH2:38][CH2:37]1)[CH:33]([CH3:35])[CH3:34]. (2) Given the product [CH:28]1([CH2:33][CH2:34][NH:35][C:3](=[O:27])[CH2:4][C:5]2[CH:6]=[N:7][C:8]([C:11]3[CH:16]=[CH:15][C:14]([O:17][CH2:18][CH2:19][N:20]4[CH2:25][CH2:24][O:23][CH2:22][CH2:21]4)=[CH:13][C:12]=3[F:26])=[CH:9][CH:10]=2)[CH2:32][CH2:31][CH2:30][CH2:29]1, predict the reactants needed to synthesize it. The reactants are: CO[C:3](=[O:27])[CH2:4][C:5]1[CH:6]=[N:7][C:8]([C:11]2[CH:16]=[CH:15][C:14]([O:17][CH2:18][CH2:19][N:20]3[CH2:25][CH2:24][O:23][CH2:22][CH2:21]3)=[CH:13][C:12]=2[F:26])=[CH:9][CH:10]=1.[CH:28]1([CH2:33][CH2:34][NH2:35])[CH2:32][CH2:31][CH2:30][CH2:29]1.